From a dataset of Peptide-MHC class I binding affinity with 185,985 pairs from IEDB/IMGT. Regression. Given a peptide amino acid sequence and an MHC pseudo amino acid sequence, predict their binding affinity value. This is MHC class I binding data. The peptide sequence is YQYIFLSFF. The MHC is HLA-A31:01 with pseudo-sequence HLA-A31:01. The binding affinity (normalized) is 0.0847.